Dataset: Catalyst prediction with 721,799 reactions and 888 catalyst types from USPTO. Task: Predict which catalyst facilitates the given reaction. (1) Reactant: [CH2:1]([S:16]([CH:19]([CH2:25][CH3:26])[C:20]([O:22]CC)=[O:21])(=[O:18])=[O:17])[CH2:2]/[CH:3]=[CH:4]\[CH2:5]/[CH:6]=[CH:7]\[CH2:8]/[CH:9]=[CH:10]\[CH2:11]/[CH:12]=[CH:13]\[CH2:14][CH3:15].[Li+].[OH-].O.Cl. Product: [CH2:1]([S:16]([CH:19]([CH2:25][CH3:26])[C:20]([OH:22])=[O:21])(=[O:17])=[O:18])[CH2:2]/[CH:3]=[CH:4]\[CH2:5]/[CH:6]=[CH:7]\[CH2:8]/[CH:9]=[CH:10]\[CH2:11]/[CH:12]=[CH:13]\[CH2:14][CH3:15]. The catalyst class is: 8. (2) Reactant: [CH3:1][CH:2]([CH2:4][CH2:5][CH2:6][C@H:7]([C@@H:9]1[C@:26]2([CH3:27])[C@H:12]([C@H:13]3[C@H:23]([CH2:24][CH2:25]2)[C@:21]2([CH3:22])[C:16]([CH2:17][C@@H:18]([N:28](S(C4C=CC=CC=4[N+]([O-])=O)(=O)=O)[CH2:29][CH2:30][CH2:31][NH:32][C:33](=[O:62])[CH2:34][CH2:35][NH:36][C:37](=[O:61])[CH2:38][CH2:39][NH:40][C:41](=[O:60])[CH2:42][CH2:43][CH2:44][CH2:45][CH2:46][NH:47][C:48]4[CH:53]=[CH:52][C:51]([N+:54]([O-:56])=[O:55])=[CH:50][C:49]=4[N+:57]([O-:59])=[O:58])[CH2:19][CH2:20]2)=[CH:15][CH2:14]3)[CH2:11][CH2:10]1)[CH3:8])[CH3:3].C([O-])([O-])=O.[K+].[K+].C1(S)C=CC=CC=1. Product: [CH3:3][CH:2]([CH2:4][CH2:5][CH2:6][C@H:7]([C@@H:9]1[C@:26]2([CH3:27])[C@H:12]([C@H:13]3[C@H:23]([CH2:24][CH2:25]2)[C@:21]2([CH3:22])[C:16]([CH2:17][C@@H:18]([NH:28][CH2:29][CH2:30][CH2:31][NH:32][C:33](=[O:62])[CH2:34][CH2:35][NH:36][C:37](=[O:61])[CH2:38][CH2:39][NH:40][C:41](=[O:60])[CH2:42][CH2:43][CH2:44][CH2:45][CH2:46][NH:47][C:48]4[CH:53]=[CH:52][C:51]([N+:54]([O-:56])=[O:55])=[CH:50][C:49]=4[N+:57]([O-:59])=[O:58])[CH2:19][CH2:20]2)=[CH:15][CH2:14]3)[CH2:11][CH2:10]1)[CH3:8])[CH3:1]. The catalyst class is: 198. (3) Reactant: [F:1][C:2]1[C:7]([O:8][CH3:9])=[CH:6][C:5]([O:10][CH3:11])=[C:4]([F:12])[C:3]=1[N:13]1[CH2:18][C:17]2[CH:19]=[N:20][C:21]3[NH:25][C:24]([C:26]#[C:27][CH2:28][OH:29])=[CH:23][C:22]=3[C:16]=2[N:15]([CH3:30])[C:14]1=[O:31].O1CCCC1.CO.[H][H]. Product: [F:12][C:4]1[C:5]([O:10][CH3:11])=[CH:6][C:7]([O:8][CH3:9])=[C:2]([F:1])[C:3]=1[N:13]1[CH2:18][C:17]2[CH:19]=[N:20][C:21]3[NH:25][C:24]([CH2:26][CH2:27][CH2:28][OH:29])=[CH:23][C:22]=3[C:16]=2[N:15]([CH3:30])[C:14]1=[O:31]. The catalyst class is: 45. (4) Reactant: C1(P(C2C=CC=CC=2)C2C=CC3C(=CC=CC=3)C=2C2C3C(=CC=CC=3)C=CC=2P(C2C=CC=CC=2)C2C=CC=CC=2)C=CC=CC=1.Br[C:48]1[CH:49]=[C:50]2[C:55](=[CH:56][CH:57]=1)[N:54]=[C:53]([CH2:58][CH:59]([CH3:61])[CH3:60])[C:52]([C:62]#[N:63])=[C:51]2[C:64]1[CH:69]=[CH:68][C:67]([CH3:70])=[CH:66][CH:65]=1.[CH2:71]([NH2:74])[CH2:72][NH2:73].CC(C)([O-])C.[Na+].[C:81](OC(OC(C)(C)C)=O)([O:83][C:84]([CH3:87])([CH3:86])[CH3:85])=[O:82]. Product: [C:62]([C:52]1[C:53]([CH2:58][CH:59]([CH3:61])[CH3:60])=[N:54][C:55]2[C:50]([C:51]=1[C:64]1[CH:69]=[CH:68][C:67]([CH3:70])=[CH:66][CH:65]=1)=[CH:49][C:48]([NH:73][CH2:72][CH2:71][NH:74][C:81](=[O:82])[O:83][C:84]([CH3:87])([CH3:86])[CH3:85])=[CH:57][CH:56]=2)#[N:63]. The catalyst class is: 487. (5) Reactant: [CH3:1][C:2]1[C:7]([O:8][C:9]2[CH:14]=[CH:13][N:12]=[C:11]([NH:15]C(=O)OC(C)(C)C)[CH:10]=2)=[CH:6][CH:5]=[CH:4][N:3]=1.FC(F)(F)C(O)=O. Product: [CH3:1][C:2]1[C:7]([O:8][C:9]2[CH:14]=[CH:13][N:12]=[C:11]([NH2:15])[CH:10]=2)=[CH:6][CH:5]=[CH:4][N:3]=1. The catalyst class is: 4.